Dataset: Reaction yield outcomes from USPTO patents with 853,638 reactions. Task: Predict the reaction yield, written as a fraction of the theoretical maximum amount of product (1.0 means a 100% yield; for example, 0.34 means a 34% yield). The yield is 0.840. The reactants are [CH2:1]([N:8]1[C:16]2[C:11](=[CH:12][C:13]([C:17]3[CH:22]=[CH:21][CH:20]=[C:19]([O:23][C:24]([F:27])([F:26])[F:25])[CH:18]=3)=[CH:14][CH:15]=2)[CH:10]=[CH:9]1)[C:2]1[CH:7]=[CH:6][CH:5]=[CH:4][CH:3]=1.[C:28](Cl)(=[O:32])[C:29](Cl)=[O:30].[CH2:34]([OH:36])[CH3:35]. No catalyst specified. The product is [CH2:1]([N:8]1[C:16]2[C:11](=[CH:12][C:13]([C:17]3[CH:22]=[CH:21][CH:20]=[C:19]([O:23][C:24]([F:27])([F:25])[F:26])[CH:18]=3)=[CH:14][CH:15]=2)[C:10]([C:28](=[O:32])[C:29]([O:36][CH2:34][CH3:35])=[O:30])=[CH:9]1)[C:2]1[CH:3]=[CH:4][CH:5]=[CH:6][CH:7]=1.